This data is from Full USPTO retrosynthesis dataset with 1.9M reactions from patents (1976-2016). The task is: Predict the reactants needed to synthesize the given product. Given the product [CH2:1]([C:4]1[C:12]2[N:11]=[C:10]([CH2:13][O:14][C:15]3[CH:20]=[CH:19][C:18]([Cl:21])=[CH:17][CH:16]=3)[N:9]([CH2:22][CH2:23][CH2:24][CH:25]3[CH2:26][CH2:27][N:28]([CH2:45][CH2:44][CH2:43][C:37]4[CH:42]=[CH:41][CH:40]=[CH:39][CH:38]=4)[CH2:29][CH2:30]3)[C:8]=2[CH:7]=[CH:6][CH:5]=1)[CH:2]=[CH2:3], predict the reactants needed to synthesize it. The reactants are: [CH2:1]([C:4]1[C:12]2[N:11]=[C:10]([CH2:13][O:14][C:15]3[CH:20]=[CH:19][C:18]([Cl:21])=[CH:17][CH:16]=3)[N:9]([CH2:22][CH2:23][CH2:24][CH:25]3[CH2:30][CH2:29][NH:28][CH2:27][CH2:26]3)[C:8]=2[CH:7]=[CH:6][CH:5]=1)[CH:2]=[CH2:3].C(=O)([O-])[O-].[K+].[K+].[C:37]1([CH2:43][CH2:44][CH2:45]Cl)[CH:42]=[CH:41][CH:40]=[CH:39][CH:38]=1.